From a dataset of Full USPTO retrosynthesis dataset with 1.9M reactions from patents (1976-2016). Predict the reactants needed to synthesize the given product. (1) Given the product [Si:1]([O:8][CH2:9][CH2:10][CH2:11][N:12]1[C:17](=[O:18])[C:16]2[C:19]([CH:39]([C:38]3[CH:41]=[CH:42][C:35]([Cl:34])=[CH:36][CH:37]=3)[OH:40])=[C:20]([Cl:23])[N:21]=[CH:22][C:15]=2[N:14]([CH3:24])[C:13]1=[O:25])([C:4]([CH3:6])([CH3:7])[CH3:5])([CH3:3])[CH3:2], predict the reactants needed to synthesize it. The reactants are: [Si:1]([O:8][CH2:9][CH2:10][CH2:11][N:12]1[C:17](=[O:18])[C:16]2[CH:19]=[C:20]([Cl:23])[N:21]=[CH:22][C:15]=2[N:14]([CH3:24])[C:13]1=[O:25])([C:4]([CH3:7])([CH3:6])[CH3:5])([CH3:3])[CH3:2].[Li+].CC([N-]C(C)C)C.[Cl:34][C:35]1[CH:42]=[CH:41][C:38]([CH:39]=[O:40])=[CH:37][CH:36]=1. (2) Given the product [BrH:25].[S:15]1[CH:16]=[N:17][N:18]=[C:14]1[C:11]1([NH2:10])[CH2:13][CH2:12]1, predict the reactants needed to synthesize it. The reactants are: C(OC(=O)[NH:10][C:11]1([C:14]2[S:15][CH:16]=[N:17][N:18]=2)[CH2:13][CH2:12]1)C1C=CC=CC=1.CCOCC.[BrH:25]. (3) Given the product [F:21][C:22](=[CH2:26])[C:23]([O:7][CH:5]([CH2:4][C:3]([OH:12])([C:8]([F:10])([F:11])[F:9])[C:2]([F:13])([F:14])[F:1])[CH3:6])=[O:24], predict the reactants needed to synthesize it. The reactants are: [F:1][C:2]([F:14])([F:13])[C:3]([OH:12])([C:8]([F:11])([F:10])[F:9])[CH2:4][CH:5]([OH:7])[CH3:6].N1C=CC=CC=1.[F:21][C:22](=[CH2:26])[C:23](F)=[O:24].C(OC(C)C)(C)C. (4) Given the product [C:1]([O:5][CH:6]([C:12]1[C:16]([C:34]2[CH2:39][CH2:38][CH:37]([C:40]([F:43])([F:42])[F:41])[CH2:36][CH:35]=2)=[C:15]([CH3:26])[S:14][C:13]=1[CH3:27])[C:7]([O:9][CH2:10][CH3:11])=[O:8])([CH3:2])([CH3:3])[CH3:4], predict the reactants needed to synthesize it. The reactants are: [C:1]([O:5][CH:6]([C:12]1[C:16](B2OC(C)(C)C(C)(C)O2)=[C:15]([CH3:26])[S:14][C:13]=1[CH3:27])[C:7]([O:9][CH2:10][CH3:11])=[O:8])([CH3:4])([CH3:3])[CH3:2].FC(F)(F)S(O[C:34]1[CH2:39][CH2:38][CH:37]([C:40]([F:43])([F:42])[F:41])[CH2:36][CH:35]=1)(=O)=O.C(OC(C1C(C2CCC(C(F)(F)F)CC=2)=C(C)SC=1C)C([O-])=O)(C)(C)C.